Dataset: Full USPTO retrosynthesis dataset with 1.9M reactions from patents (1976-2016). Task: Predict the reactants needed to synthesize the given product. (1) Given the product [CH:8](=[N:7][S@:5]([C:2]([CH3:4])([CH3:3])[CH3:1])=[O:6])[CH2:9][CH2:10][CH3:11], predict the reactants needed to synthesize it. The reactants are: [CH3:1][C:2]([S@@:5]([NH2:7])=[O:6])([CH3:4])[CH3:3].[CH:8](=O)[CH2:9][CH2:10][CH3:11].O. (2) Given the product [Cl:1][C:2]1[CH:3]=[C:4]2[C:9](=[CH:10][CH:11]=1)[C@@:8]1([CH2:17][O:16][C:15]3[CH:18]=[CH:19][C:20]([C:22]([NH:44][S:41]([C:36]([CH3:37])([CH2:38][CH:39]=[CH2:40])[CH3:35])(=[O:43])=[O:42])=[O:24])=[CH:21][C:14]=3[N:13]([CH2:25][C@@H:26]3[CH2:29][CH2:28][C@H:27]3[C@@H:30]([OH:34])[CH2:31][CH:32]=[CH2:33])[CH2:12]1)[CH2:7][CH2:6][CH2:5]2, predict the reactants needed to synthesize it. The reactants are: [Cl:1][C:2]1[CH:3]=[C:4]2[C:9](=[CH:10][CH:11]=1)[C@@:8]1([CH2:17][O:16][C:15]3[CH:18]=[CH:19][C:20]([C:22]([OH:24])=O)=[CH:21][C:14]=3[N:13]([CH2:25][C@@H:26]3[CH2:29][CH2:28][C@H:27]3[C@@H:30]([OH:34])[CH2:31][CH:32]=[CH2:33])[CH2:12]1)[CH2:7][CH2:6][CH2:5]2.[CH3:35][C:36]([S:41]([NH2:44])(=[O:43])=[O:42])([CH2:38][CH:39]=[CH2:40])[CH3:37].